This data is from Reaction yield outcomes from USPTO patents with 853,638 reactions. The task is: Predict the reaction yield, written as a fraction of the theoretical maximum amount of product (1.0 means a 100% yield; for example, 0.34 means a 34% yield). (1) The reactants are Br[C:2]1[CH:7]=[C:6]([F:8])[C:5]([N+:9]([O-:11])=[O:10])=[CH:4][C:3]=1[F:12].[C:13]([Cu])#[N:14].[O-]S([O-])(=O)=O.[Na+].[Na+].CC(OC)(C)C. The catalyst is CN1C(=O)CCC1. The product is [F:12][C:3]1[CH:4]=[C:5]([N+:9]([O-:11])=[O:10])[C:6]([F:8])=[CH:7][C:2]=1[C:13]#[N:14]. The yield is 0.680. (2) The reactants are [C:1]([O:4][CH2:5][CH:6]1[CH:11]=[CH:10][C@H:9]([NH:12][C:13]2[C:18]([N+:19]([O-])=O)=[CH:17][N:16]=[C:15]3[CH:22]=[CH:23][S:24][C:14]=23)[CH2:8][O:7]1)(=[O:3])[CH3:2]. The catalyst is [Pd].CO. The product is [C:1]([O:4][CH2:5][CH:6]1[CH2:11][CH2:10][C@H:9]([NH:12][C:13]2[C:18]([NH2:19])=[CH:17][N:16]=[C:15]3[CH:22]=[CH:23][S:24][C:14]=23)[CH2:8][O:7]1)(=[O:3])[CH3:2]. The yield is 0.750.